This data is from Buchwald-Hartwig C-N cross coupling reaction yields with 55,370 reactions. The task is: Predict the reaction yield, written as a fraction of the theoretical maximum amount of product (1.0 means a 100% yield; for example, 0.34 means a 34% yield). The reactants are FC(F)(F)c1ccc(Cl)cc1.Cc1ccc(N)cc1.O=S(=O)(O[Pd]1c2ccccc2-c2ccccc2N~1)C(F)(F)F.CC(C)c1cc(C(C)C)c(-c2ccccc2P(C(C)(C)C)C(C)(C)C)c(C(C)C)c1.CN1CCCN2CCCN=C12.CCOC(=O)c1cc(C)no1. No catalyst specified. The product is Cc1ccc(Nc2ccc(C(F)(F)F)cc2)cc1. The yield is 0.0778.